From a dataset of Catalyst prediction with 721,799 reactions and 888 catalyst types from USPTO. Predict which catalyst facilitates the given reaction. (1) The catalyst class is: 3. Product: [Cl:2][C:3]1[CH:4]=[CH:5][C:6]2[CH2:12][CH2:11][C:10]3[CH:13]=[CH:14][CH:15]=[CH:16][C:9]=3[N:8]([CH2:17][CH2:18][CH2:19][NH:20][S:37]([C:34]3[CH:33]=[CH:32][C:31]([C:29]#[N:30])=[CH:36][CH:35]=3)(=[O:39])=[O:38])[C:7]=2[CH:21]=1. Reactant: Cl.[Cl:2][C:3]1[CH:4]=[CH:5][C:6]2[CH2:12][CH2:11][C:10]3[CH:13]=[CH:14][CH:15]=[CH:16][C:9]=3[N:8]([CH2:17][CH2:18][CH2:19][NH2:20])[C:7]=2[CH:21]=1.CCN(CC)CC.[C:29]([C:31]1[CH:36]=[CH:35][C:34]([S:37](Cl)(=[O:39])=[O:38])=[CH:33][CH:32]=1)#[N:30]. (2) Reactant: [Cl:1][C:2]1[C:10]([C:11]2[CH:12]=[N:13][CH:14]=[C:15]([CH:17]=[CH2:18])[CH:16]=2)=[CH:9][CH:8]=[C:7]2[C:3]=1[CH2:4][C:5](=[O:20])[N:6]2[CH3:19]. Product: [Cl:1][C:2]1[C:10]([C:11]2[CH:12]=[N:13][CH:14]=[C:15]([CH2:17][CH3:18])[CH:16]=2)=[CH:9][CH:8]=[C:7]2[C:3]=1[CH2:4][C:5](=[O:20])[N:6]2[CH3:19]. The catalyst class is: 29. (3) Reactant: Cl[CH2:2][C:3]1[CH:4]=[C:5]([CH:11]=[CH:12][CH:13]=1)[C:6]([N:8]([CH3:10])[CH3:9])=[O:7].[S:14]([O-:17])([O-:16])=[O:15].[Na+].[Na+]. Product: [CH3:9][N:8]([CH3:10])[C:6]([C:5]1[CH:4]=[C:3]([CH2:2][S:14]([OH:17])(=[O:16])=[O:15])[CH:13]=[CH:12][CH:11]=1)=[O:7]. The catalyst class is: 6. (4) Reactant: [CH3:1][C:2]1([CH3:14])[O:6][C:5](=[O:7])[NH:4][C@H:3]1[C:8]1[CH:13]=[CH:12][CH:11]=[CH:10][CH:9]=1.I[C:16]1[CH:25]=[CH:24][C:19]([C:20]([O:22][CH3:23])=[O:21])=[CH:18][CH:17]=1.P([O-])([O-])([O-])=O.[K+].[K+].[K+].CNCCNC. Product: [CH3:1][C:2]1([CH3:14])[O:6][C:5](=[O:7])[N:4]([C:16]2[CH:25]=[CH:24][C:19]([C:20]([O:22][CH3:23])=[O:21])=[CH:18][CH:17]=2)[C@H:3]1[C:8]1[CH:9]=[CH:10][CH:11]=[CH:12][CH:13]=1. The catalyst class is: 321. (5) Reactant: C([O-])=O.[Na+].[NH2:5][C:6]1[N:10]([C:11]2[C:16]([Cl:17])=[CH:15][C:14](C(F)(F)F)=[CH:13][C:12]=2[Cl:22])[N:9]=[C:8]([C:23]#[N:24])[C:7]=1[S:25][S:25][C:7]1[C:8]([C:23]#[N:24])=[N:9][N:10]([C:11]2[C:12]([Cl:22])=[CH:13][C:14](C(F)(F)F)=[CH:15][C:16]=2[Cl:17])[C:6]=1[NH2:5].[F:47][C:48](Br)([F:50])[F:49].S(=O)=O. Product: [NH2:5][C:6]1[N:10]([C:11]2[C:12]([Cl:22])=[CH:13][C:14]([C:48]([F:50])([F:49])[F:47])=[CH:15][C:16]=2[Cl:17])[N:9]=[C:8]([C:23]#[N:24])[C:7]=1[S:25][C:48]([F:50])([F:49])[F:47]. The catalyst class is: 9. (6) Reactant: [CH2:1]([O:3][C:4](=[O:30])[CH:5]([N:16]=C(C1C=CC=CC=1)C1C=CC=CC=1)[CH2:6][C:7]1[CH:12]=[CH:11][CH:10]=[C:9]([N+:13]([O-:15])=[O:14])[CH:8]=1)[CH3:2].Cl. Product: [CH2:1]([O:3][C:4](=[O:30])[CH:5]([NH2:16])[CH2:6][C:7]1[CH:12]=[CH:11][CH:10]=[C:9]([N+:13]([O-:15])=[O:14])[CH:8]=1)[CH3:2]. The catalyst class is: 28.